Dataset: Catalyst prediction with 721,799 reactions and 888 catalyst types from USPTO. Task: Predict which catalyst facilitates the given reaction. (1) Reactant: C([O:8][C:9]1[C:14]([NH:15][C:16](=[O:21])[C:17]([F:20])([F:19])[F:18])=[CH:13][C:12]([CH2:22][CH2:23][C:24]([O:26][CH3:27])=[O:25])=[CH:11][C:10]=1[C:28]1[CH:29]=[C:30]2[C:34](=[CH:35][CH:36]=1)[N:33]([CH3:37])[N:32]=[CH:31]2)C1C=CC=CC=1. Product: [OH:8][C:9]1[C:14]([NH:15][C:16](=[O:21])[C:17]([F:18])([F:19])[F:20])=[CH:13][C:12]([CH2:22][CH2:23][C:24]([O:26][CH3:27])=[O:25])=[CH:11][C:10]=1[C:28]1[CH:29]=[C:30]2[C:34](=[CH:35][CH:36]=1)[N:33]([CH3:37])[N:32]=[CH:31]2. The catalyst class is: 407. (2) Reactant: [CH2:1]([O:3][C:4](=[O:21])[C:5]1[CH:10]=[CH:9][C:8]([NH:11][C:12]2[CH:17]=[CH:16][CH:15]=[C:14]([CH2:18][OH:19])[CH:13]=2)=[C:7]([NH2:20])[CH:6]=1)[CH3:2].[CH2:22](OC(OCC)OCC)C.C1(C)C=CC(S(O)(=O)=O)=CC=1. Product: [CH2:1]([O:3][C:4]([C:5]1[CH:10]=[CH:9][C:8]2[N:11]([C:12]3[CH:17]=[CH:16][CH:15]=[C:14]([CH2:18][OH:19])[CH:13]=3)[CH:22]=[N:20][C:7]=2[CH:6]=1)=[O:21])[CH3:2]. The catalyst class is: 1. (3) Reactant: Cl.Cl.[NH2:3][C@H:4]([CH2:11][OH:12])[CH2:5][C:6]1[N:10]=[CH:9][NH:8][CH:7]=1.[C:13](=[O:16])([O-:15])[O-].[Na+].[Na+].[C:19](O[C:19]([O:21][C:22]([CH3:25])([CH3:24])[CH3:23])=[O:20])([O:21][C:22]([CH3:25])([CH3:24])[CH3:23])=[O:20].P([O-])(O)(O)=O.[K+]. Product: [C:13]([NH:3][C@H:4]([CH2:11][OH:12])[CH2:5][C:6]1[N:10]=[CH:9][N:8]([C:19]([O:21][C:22]([CH3:25])([CH3:23])[CH3:24])=[O:20])[CH:7]=1)([O:15][C:22]([CH3:25])([CH3:24])[CH3:23])=[O:16]. The catalyst class is: 38. (4) Reactant: [CH:1](=O)[C:2]1[CH:7]=[CH:6][CH:5]=[CH:4][CH:3]=1.[H-].[Na+].[Br-].[C:12]([CH:15](C)[CH2:16][CH2:17][CH2:18][CH2:19][P+](C1C=CC=CC=1)(C1C=CC=CC=1)C1C=CC=CC=1)([OH:14])=[O:13]. The catalyst class is: 1. Product: [C:2]1(/[CH:1]=[CH:19]\[CH2:18][CH2:17][CH2:16][CH2:15][C:12]([OH:14])=[O:13])[CH:7]=[CH:6][CH:5]=[CH:4][CH:3]=1. (5) Reactant: Cl.[CH3:2][O:3][CH2:4][CH:5]([C:7]1[CH:12]=[CH:11][C:10]([O:13][C:14]([F:17])([F:16])[F:15])=[CH:9][CH:8]=1)[NH2:6].C(N(CC)CC)C.[C:25](O[C:25]([O:27][C:28]([CH3:31])([CH3:30])[CH3:29])=[O:26])([O:27][C:28]([CH3:31])([CH3:30])[CH3:29])=[O:26].Cl. Product: [CH3:2][O:3][CH2:4][CH:5]([NH:6][C:25](=[O:26])[O:27][C:28]([CH3:31])([CH3:30])[CH3:29])[C:7]1[CH:8]=[CH:9][C:10]([O:13][C:14]([F:15])([F:16])[F:17])=[CH:11][CH:12]=1. The catalyst class is: 7. (6) Reactant: COC(=O)[CH2:4][CH2:5][S:6][C:7]1[CH:8]=[C:9]([O:34][C:35]2[C:36]([CH3:41])=[N:37][CH:38]=[CH:39][CH:40]=2)[C:10]([NH:13][C:14]2[S:18][N:17]=[C:16]([CH:19]3[CH2:25][CH:24]4[N:26]([C:27]([O:29][C:30]([CH3:33])([CH3:32])[CH3:31])=[O:28])[CH:21]([CH2:22][CH2:23]4)[CH2:20]3)[N:15]=2)=[N:11][CH:12]=1.C[C:44]([O-:47])(C)C.[K+].BrCCOC. Product: [CH3:44][O:47][CH2:4][CH2:5][S:6][C:7]1[CH:8]=[C:9]([O:34][C:35]2[C:36]([CH3:41])=[N:37][CH:38]=[CH:39][CH:40]=2)[C:10]([NH:13][C:14]2[S:18][N:17]=[C:16]([CH:19]3[CH2:20][CH:21]4[N:26]([C:27]([O:29][C:30]([CH3:31])([CH3:33])[CH3:32])=[O:28])[CH:24]([CH2:23][CH2:22]4)[CH2:25]3)[N:15]=2)=[N:11][CH:12]=1. The catalyst class is: 1. (7) Reactant: C(O[C:4]([C:6]1[S:10][C:9]2[CH:11]=[CH:12][C:13]([CH:15]=O)=[CH:14][C:8]=2[CH:7]=1)=[O:5])C.[CH3:17][O:18][C:19]1[CH:20]=[C:21]([CH:24]=[CH:25][CH:26]=1)[CH2:22][NH2:23].C(O[BH-](OC(=O)C)OC(=O)C)(=O)C.[Na+].C(O)(=O)C.C([O-])(O)=O.[Na+].Cl.[NH2:51][OH:52].C[O-].[Na+]. Product: [OH:52][NH:51][C:4]([C:6]1[S:10][C:9]2[CH:11]=[CH:12][C:13]([CH2:15][NH:23][CH2:22][C:21]3[CH:24]=[CH:25][CH:26]=[C:19]([O:18][CH3:17])[CH:20]=3)=[CH:14][C:8]=2[CH:7]=1)=[O:5]. The catalyst class is: 68. (8) Reactant: [F:1][C:2]1[CH:7]=[CH:6][C:5]([C:8](=O)[CH2:9][C:10]([C:12]2[CH:17]=[CH:16][C:15]([F:18])=[CH:14][CH:13]=2)=[O:11])=[CH:4][CH:3]=1.C1C(=O)N(Br)C(=O)C1.[NH2:28][C:29]([NH2:31])=[S:30]. Product: [NH2:31][C:29]1[S:30][C:9]([C:10]([C:12]2[CH:17]=[CH:16][C:15]([F:18])=[CH:14][CH:13]=2)=[O:11])=[C:8]([C:5]2[CH:6]=[CH:7][C:2]([F:1])=[CH:3][CH:4]=2)[N:28]=1. The catalyst class is: 8. (9) Reactant: [C:1]([O:7][CH2:8][CH3:9])(=[O:6])[CH2:2][C:3]([CH3:5])=O.OC1C(OS(C2C=CC(C)=CC=2)(=O)=O)=C(I)C=CC=1.[NH2:29][C:30]([NH2:32])=[O:31]. The catalyst class is: 10. Product: [CH2:8]([O:7][C:1]([C:2]1[O:31][C:30]([NH2:32])=[N:29][C:3]=1[CH3:5])=[O:6])[CH3:9]. (10) Reactant: Cl.C1C2C(COC(NCCOCCOCCN)=O)C3C(=CC=CC=3)C=2C=CC=1.C[N+]1(C2N=C(OC)N=C(OC)N=2)CCOCC1.[Cl-].Cl.C[O:49][C:50](=[O:57])[C@H:51]([CH2:53][C:54](=[O:56])[NH2:55])[NH2:52].Cl. Product: [NH2:52][C@H:51]([C:50]([OH:57])=[O:49])[CH2:53][C:54](=[O:56])[NH2:55]. The catalyst class is: 16.